Task: Predict the product of the given reaction.. Dataset: Forward reaction prediction with 1.9M reactions from USPTO patents (1976-2016) (1) Given the reactants [H-].[Na+].[F:3][C:4]1[CH:9]=[CH:8][C:7](/[CH:10]=[CH:11]/[C:12]([N:14]2[CH2:19][CH2:18][N:17]([CH:20]([CH3:22])[CH3:21])[CH2:16][CH2:15]2)=[O:13])=[CH:6][CH:5]=1.CO.[CH2:25](Cl)Cl, predict the reaction product. The product is: [F:3][C:4]1[CH:9]=[CH:8][C:7]([C@@H:10]2[CH2:25][C@H:11]2[C:12]([N:14]2[CH2:15][CH2:16][N:17]([CH:20]([CH3:22])[CH3:21])[CH2:18][CH2:19]2)=[O:13])=[CH:6][CH:5]=1. (2) Given the reactants Br[C:2]1[CH:7]=[CH:6][C:5]([C:8]2([CH2:13][NH:14][CH:15]=[O:16])[CH2:12][CH2:11][CH2:10][CH2:9]2)=[CH:4][CH:3]=1.[C:17]1(B(O)O)[CH:22]=[CH:21][CH:20]=[CH:19][CH:18]=1.C(=O)([O-])[O-].[Na+].[Na+], predict the reaction product. The product is: [C:2]1([C:17]2[CH:22]=[CH:21][CH:20]=[CH:19][CH:18]=2)[CH:7]=[CH:6][C:5]([C:8]2([CH2:13][NH:14][CH:15]=[O:16])[CH2:12][CH2:11][CH2:10][CH2:9]2)=[CH:4][CH:3]=1. (3) Given the reactants [C:1]1(=O)[CH2:5][CH2:4][CH2:3][CH2:2]1.[NH:7]1[CH2:11][CH2:10][CH2:9][CH2:8]1.C1(C)C=CC(S(O)(=O)=O)=CC=1, predict the reaction product. The product is: [C:1]1([N:7]2[CH2:11][CH2:10][CH2:9][CH2:8]2)[CH2:5][CH2:4][CH2:3][CH:2]=1. (4) Given the reactants [OH:1][CH:2]([C:17]1[N:18]=[CH:19][N:20]([C:22]([C:35]2[CH:40]=[CH:39][CH:38]=[CH:37][CH:36]=2)([C:29]2[CH:34]=[CH:33][CH:32]=[CH:31][CH:30]=2)[C:23]2[CH:28]=[CH:27][CH:26]=[CH:25][CH:24]=2)[CH:21]=1)[C:3]1[CH:4]=[C:5]2[C:10](=[CH:11][CH:12]=1)[CH:9]=[C:8]([C:13]([NH:15][CH3:16])=[O:14])[CH:7]=[CH:6]2.CN(C)C(=O)C.[H-].[Na+].Cl, predict the reaction product. The product is: [CH3:16][NH:15][C:13]([C:8]1[CH:7]=[CH:6][C:5]2[C:10](=[CH:11][CH:12]=[C:3]([C:2]([C:17]3[N:18]=[CH:19][N:20]([C:22]([C:23]4[CH:28]=[CH:27][CH:26]=[CH:25][CH:24]=4)([C:29]4[CH:30]=[CH:31][CH:32]=[CH:33][CH:34]=4)[C:35]4[CH:40]=[CH:39][CH:38]=[CH:37][CH:36]=4)[CH:21]=3)=[O:1])[CH:4]=2)[CH:9]=1)=[O:14]. (5) The product is: [F:33][C:30]1[CH:29]=[CH:28][C:27]([CH2:26][N:7]2[C:8]3[CH:9]=[N:10][C:11]4[C:12](=[O:25])[N:13]([OH:18])[CH2:14][CH2:15][C:16]=4[C:17]=3[C:5]([CH2:4][N:2]3[CH2:1][CH2:43][CH2:38][CH2:39]3)=[CH:6]2)=[CH:32][CH:31]=1. Given the reactants [CH3:1][N:2]([CH2:4][C:5]1[C:17]2[C:16]3[CH2:15][CH2:14][N:13]([O:18]C4CCCCO4)[C:12](=[O:25])[C:11]=3[N:10]=[CH:9][C:8]=2[N:7]([CH2:26][C:27]2[CH:32]=[CH:31][C:30]([F:33])=[CH:29][CH:28]=2)[CH:6]=1)C.ClC(O[C:38]1[CH:43]=CC=C[CH:39]=1)=O.N1CCCC1.CCN(C(C)C)C(C)C.CC1C=CC(S(O)(=O)=O)=CC=1.O, predict the reaction product. (6) Given the reactants [Br:1][C:2]1[CH:3]=[C:4]([N:9]([CH2:20][CH:21]([N:31]([CH2:39][C:40]2[CH:45]=[CH:44][CH:43]=[CH:42][CH:41]=2)[CH2:32][C:33]2[CH:38]=[CH:37][CH:36]=[CH:35][CH:34]=2)[CH2:22][O:23][Si](C(C)(C)C)(C)C)[S:10]([C:13]2[CH:18]=[CH:17][CH:16]=[C:15]([CH3:19])[CH:14]=2)(=[O:12])=[O:11])[C:5](Cl)=[N:6][CH:7]=1.[F-].C([N+](CCCC)(CCCC)CCCC)CCC, predict the reaction product. The product is: [CH2:32]([N:31]([CH2:39][C:40]1[CH:41]=[CH:42][CH:43]=[CH:44][CH:45]=1)[CH:21]1[CH2:22][O:23][C:5]2[N:6]=[CH:7][C:2]([Br:1])=[CH:3][C:4]=2[N:9]([S:10]([C:13]2[CH:14]=[C:15]([CH3:19])[CH:16]=[CH:17][CH:18]=2)(=[O:12])=[O:11])[CH2:20]1)[C:33]1[CH:38]=[CH:37][CH:36]=[CH:35][CH:34]=1.